The task is: Predict the reaction yield, written as a fraction of the theoretical maximum amount of product (1.0 means a 100% yield; for example, 0.34 means a 34% yield).. This data is from Reaction yield outcomes from USPTO patents with 853,638 reactions. The reactants are [CH:1]([C@@H:3]1[CH:20]2[C@:15]([CH3:22])([CH2:16][CH2:17][C:18](=[O:21])[CH2:19]2)[C@@H:14]2[C@H:5]([C@H:6]3[C@@:10]([CH2:12][CH2:13]2)([CH3:11])[C:9](=[O:23])[CH2:8][CH2:7]3)[CH2:4]1)=[O:2].[O-:24][Mn](=O)(=O)=O.[K+]. No catalyst specified. The product is [C:1]([C@@H:3]1[CH:20]2[C@:15]([CH3:22])([CH2:16][CH2:17][C:18](=[O:21])[CH2:19]2)[C@@H:14]2[C@H:5]([C@H:6]3[C@@:10]([CH2:12][CH2:13]2)([CH3:11])[C:9](=[O:23])[CH2:8][CH2:7]3)[CH2:4]1)([OH:24])=[O:2]. The yield is 0.960.